This data is from Forward reaction prediction with 1.9M reactions from USPTO patents (1976-2016). The task is: Predict the product of the given reaction. (1) Given the reactants C(P(CC(C)C)C1C(C)=C(C)C(C)=C(C)C=1C1C(C(C)C)=CC(C(C)C)=CC=1C(C)C)C(C)C.[CH2:35]([S:42][C:43]1[CH:44]=[C:45]2[C:50](=[CH:51][CH:52]=1)[C:49]([C:53]1[C:58]([O:59][CH3:60])=[CH:57][N:56]=[C:55](Cl)[CH:54]=1)=[N:48][CH:47]=[CH:46]2)[C:36]1[CH:41]=[CH:40][CH:39]=[CH:38][CH:37]=1.C[OH:63], predict the reaction product. The product is: [CH2:35]([S:42][C:43]1[CH:44]=[C:45]2[C:50](=[CH:51][CH:52]=1)[C:49]([C:53]1[C:58]([O:59][CH3:60])=[CH:57][NH:56][C:55](=[O:63])[CH:54]=1)=[N:48][CH:47]=[CH:46]2)[C:36]1[CH:41]=[CH:40][CH:39]=[CH:38][CH:37]=1. (2) The product is: [OH:16][CH2:14][CH2:5][CH2:4][CH2:3][CH2:2][C:1]([O:7][CH3:6])=[O:8]. Given the reactants [C:1]1(=[O:8])[O:7][CH2:6][CH2:5][CH2:4][CH2:3][CH2:2]1.S(=O)(=O)(O)O.[C:14](OCC)(=[O:16])C.CCCCCC, predict the reaction product. (3) Given the reactants [Cl:1][C:2]1[CH:7]=[CH:6][C:5]([CH:8]([C:27]2[CH:32]=[CH:31][C:30]([Cl:33])=[CH:29][CH:28]=2)[C:9]2[CH:10]=[C:11]3[C:16](=[CH:17][CH:18]=2)[NH:15][C:14](=[O:19])[CH:13]=[C:12]3[NH:20][CH:21]2[CH2:26][CH2:25][NH:24][CH2:23][CH2:22]2)=[CH:4][CH:3]=1.N1C=CC=CC=1.C1COCC1.Cl[S:46]([CH2:49][C:50]([O:52][CH2:53][CH3:54])=[O:51])(=[O:48])=[O:47], predict the reaction product. The product is: [Cl:33][C:30]1[CH:29]=[CH:28][C:27]([CH:8]([C:5]2[CH:6]=[CH:7][C:2]([Cl:1])=[CH:3][CH:4]=2)[C:9]2[CH:10]=[C:11]3[C:16](=[CH:17][CH:18]=2)[NH:15][C:14](=[O:19])[CH:13]=[C:12]3[NH:20][CH:21]2[CH2:22][CH2:23][N:24]([S:46]([CH2:49][C:50]([O:52][CH2:53][CH3:54])=[O:51])(=[O:48])=[O:47])[CH2:25][CH2:26]2)=[CH:32][CH:31]=1. (4) Given the reactants Cl[C:2]1[CH:3]=[N:4][CH:5]=[C:6]([C:8]([F:11])([F:10])[F:9])[CH:7]=1.[C:12]1([CH2:18][OH:19])[CH:17]=[CH:16][CH:15]=[CH:14][CH:13]=1, predict the reaction product. The product is: [CH2:18]([O:19][C:2]1[CH:3]=[N:4][CH:5]=[C:6]([C:8]([F:11])([F:10])[F:9])[CH:7]=1)[C:12]1[CH:17]=[CH:16][CH:15]=[CH:14][CH:13]=1. (5) Given the reactants C([O:5][C:6](=[O:51])[CH2:7][CH:8]([C:34](=[O:50])[NH:35][CH2:36][CH2:37][C:38]1[CH:43]=[CH:42][C:41]([C:44]2[CH:49]=[CH:48][CH:47]=[CH:46][CH:45]=2)=[CH:40][CH:39]=1)[CH2:9][CH2:10][C:11](=[O:33])[NH:12][O:13]C(C1C=CC=CC=1)(C1C=CC=CC=1)C1C=CC=CC=1)(C)(C)C.ONC(CC(C(=O)NCCC1C2C(=CC=CC=2)NC=1)CC(O)=O)=O, predict the reaction product. The product is: [C:41]1([C:44]2[CH:45]=[CH:46][CH:47]=[CH:48][CH:49]=2)[CH:42]=[CH:43][C:38]([CH2:37][CH2:36][NH:35][C:34]([CH:8]([CH2:9][CH2:10][C:11](=[O:33])[NH:12][OH:13])[CH2:7][C:6]([OH:51])=[O:5])=[O:50])=[CH:39][CH:40]=1. (6) Given the reactants [F:1][C:2]([F:30])([F:29])[C:3]1[CH:4]=[C:5]([C:13]([C:15]2([NH:18][C:19](=[O:28])[O:20][CH2:21][C:22]3[CH:27]=[CH:26][CH:25]=[CH:24][CH:23]=3)[CH2:17][CH2:16]2)=[O:14])[CH:6]=[C:7]([C:9]([F:12])([F:11])[F:10])[CH:8]=1.[H-].[Al+3].[Li+].[H-].[H-].[H-], predict the reaction product. The product is: [F:1][C:2]([F:29])([F:30])[C:3]1[CH:4]=[C:5]([CH:13]([OH:14])[C:15]2([NH:18][C:19](=[O:28])[O:20][CH2:21][C:22]3[CH:27]=[CH:26][CH:25]=[CH:24][CH:23]=3)[CH2:17][CH2:16]2)[CH:6]=[C:7]([C:9]([F:12])([F:10])[F:11])[CH:8]=1. (7) Given the reactants C(N(CC)C(C)C)(C)C.F[P-](F)(F)(F)(F)F.Br[P+](N1CCCC1)(N1CCCC1)N1CCCC1.[I:34][C:35]1[O:36][CH:37]=[CH:38][C:39]=1[C:40]([OH:42])=O.[CH3:43][CH:44]([C:49]1[CH:54]=[CH:53][CH:52]=[CH:51][C:50]=1[NH2:55])[CH2:45][CH:46]([CH3:48])[CH3:47], predict the reaction product. The product is: [CH3:43][CH:44]([C:49]1[CH:54]=[CH:53][CH:52]=[CH:51][C:50]=1[NH:55][C:40]([C:39]1[CH:38]=[CH:37][O:36][C:35]=1[I:34])=[O:42])[CH2:45][CH:46]([CH3:47])[CH3:48].